Dataset: Full USPTO retrosynthesis dataset with 1.9M reactions from patents (1976-2016). Task: Predict the reactants needed to synthesize the given product. (1) Given the product [CH2:1]([O:3][C:4]([C:5]1[NH:19][CH:9]([C:10]2[CH:15]=[CH:14][C:13]([Cl:16])=[CH:12][C:11]=2[F:17])[CH2:8][C:7](=[O:18])[CH:6]=1)=[O:20])[CH3:2], predict the reactants needed to synthesize it. The reactants are: [CH2:1]([O:3][C:4](=[O:20])/[C:5](/[NH2:19])=[CH:6]/[C:7](=[O:18])/[CH:8]=[CH:9]/[C:10]1[CH:15]=[CH:14][C:13]([Cl:16])=[CH:12][C:11]=1[F:17])[CH3:2]. (2) The reactants are: [Cl:1][C:2]1[CH:7]=[CH:6][CH:5]=[C:4]([N+:8]([O-])=O)[C:3]=1[F:11].[CH:12]([Mg]Br)=[CH2:13]. Given the product [Cl:1][C:2]1[C:3]([F:11])=[C:4]2[C:5]([CH:12]=[CH:13][NH:8]2)=[CH:6][CH:7]=1, predict the reactants needed to synthesize it.